This data is from Experimentally validated miRNA-target interactions with 360,000+ pairs, plus equal number of negative samples. The task is: Binary Classification. Given a miRNA mature sequence and a target amino acid sequence, predict their likelihood of interaction. (1) The miRNA is rno-miR-383-5p with sequence CAGAUCAGAAGGUGACUGUGG. The protein sequence of the target gene is MSTMHLLTFALLFSCSFARAACDPKIVNIGAVLSTRKHEQMFREAVNQANKRHGSWKIQLNATSVTHKPNAIQMALSVCEDLISSQVYAILVSHPPTPNDHFTPTPVSYTAGFYRIPVLGLTTRMSIYSDKSIHLSFLRTVPPYSHQSSVWFEMMRVYNWNHIILLVSDDHEGRAAQKRLETLLEERESKAEKVLQFDPGTKNVTALLMEARDLEARVIILSASEDDAATVYRAAAMLNMTGSGYVWLVGEREISGNALRYAPDGIIGLQLINGKNESAHISDAVGVVAQAVHELLEKEN.... Result: 0 (no interaction). (2) The miRNA is hsa-miR-550a-5p with sequence AGUGCCUGAGGGAGUAAGAGCCC. The protein sequence of the target gene is MGVPAFFRWLSRKYPSIIVNCVEEKPKECNGVKIPVDASKPNPNDVEFDNLYLDMNGIIHPCTHPEDKPAPKNEDEMMVAIFEYIDRLFNIVRPRRLLYMAIDGVAPRAKMNQQRSRRFRASKEGMEAAVEKQRVREEILAKGGFLPPEEIKERFDSNCITPGTEFMDNLAKCLRYYIADRLNNDPGWKNLTVILSDASAPGEGEHKIMDYIRRQRAQPNHDPNTHHCLCGADADLIMLGLATHEPNFTIIREEFKPNKPKPCALCNQFGHEVKDCEGLPREKKGKHDELADSLPCAEGE.... Result: 0 (no interaction).